Dataset: Reaction yield outcomes from USPTO patents with 853,638 reactions. Task: Predict the reaction yield, written as a fraction of the theoretical maximum amount of product (1.0 means a 100% yield; for example, 0.34 means a 34% yield). (1) The reactants are C[O:2][C:3]([C:5]1[CH:29]=[CH:28][C:8]2[C:9]3[S:10][C:11]([C:17](=[O:27])[N:18]([C:20]4[CH:25]=[CH:24][CH:23]=[CH:22][C:21]=4[Cl:26])[CH3:19])=[CH:12][C:13]=3[CH2:14][CH2:15][O:16][C:7]=2[CH:6]=1)=O.[H-].[Al+3].[Li+].[H-].[H-].[H-]. The catalyst is C1COCC1. The product is [Cl:26][C:21]1[CH:22]=[CH:23][CH:24]=[CH:25][C:20]=1[N:18]([CH3:19])[C:17]([C:11]1[S:10][C:9]2[C:8]3[CH:28]=[CH:29][C:5]([CH2:3][OH:2])=[CH:6][C:7]=3[O:16][CH2:15][CH2:14][C:13]=2[CH:12]=1)=[O:27]. The yield is 0.489. (2) The reactants are [F:1][C:2]1[CH:3]=[C:4]([CH:15]([CH3:20])[C:16]([O:18][CH3:19])=[O:17])[CH:5]=[CH:6][C:7]=1[C:8]1[CH:13]=[CH:12][CH:11]=[C:10]([OH:14])[CH:9]=1.[CH2:21]([N:29]=[C:30]=[O:31])[CH2:22][CH2:23][CH2:24][CH2:25][CH2:26][CH2:27][CH3:28]. No catalyst specified. The product is [F:1][C:2]1[CH:3]=[C:4]([CH:15]([CH3:20])[C:16]([O:18][CH3:19])=[O:17])[CH:5]=[CH:6][C:7]=1[C:8]1[CH:13]=[CH:12][CH:11]=[C:10]([O:14][C:30](=[O:31])[NH:29][CH2:21][CH2:22][CH2:23][CH2:24][CH2:25][CH2:26][CH2:27][CH3:28])[CH:9]=1. The yield is 0.990. (3) The reactants are [Br:1][C:2]1[CH:7]=[C:6](I)[C:5]([Br:9])=[CH:4][C:3]=1I.[C:11]1(B(O)O)[C:20]2[C:15](=[CH:16][CH:17]=[CH:18][CH:19]=2)[CH:14]=[CH:13][CH:12]=1.[C:37]1(P([C:37]2[CH:42]=[CH:41][CH:40]=[CH:39][CH:38]=2)[C:37]2[CH:42]=[CH:41][CH:40]=[CH:39][CH:38]=2)[CH:42]=[CH:41][CH:40]=[CH:39][CH:38]=1.[OH-].[K+].[N+]([C:48]1[CH:53]=CC=[CH:50][CH:49]=1)([O-])=O. The catalyst is O. The product is [Br:1][C:2]1[CH:7]=[C:6]([C:11]2[C:20]3[C:15](=[CH:16][CH:17]=[CH:18][CH:19]=3)[CH:14]=[CH:13][CH:12]=2)[C:5]([Br:9])=[CH:4][C:3]=1[C:39]1[C:38]2[C:37](=[CH:53][CH:48]=[CH:49][CH:50]=2)[CH:42]=[CH:41][CH:40]=1. The yield is 0.700. (4) The product is [CH3:63][O:62][C:59](=[O:61])[C:2]1[CH:18]=[C:17]([Cl:19])[C:5]([CH2:6][C:7]2[CH:8]=[C:9]([CH:14]([CH3:16])[CH3:15])[C:10](=[O:13])[NH:11][N:12]=2)=[C:4]([Cl:20])[CH:3]=1. The yield is 0.900. The reactants are Br[C:2]1[CH:18]=[C:17]([Cl:19])[C:5]([CH2:6][C:7]2[CH:8]=[C:9]([CH:14]([CH3:16])[CH3:15])[C:10](=[O:13])[NH:11][N:12]=2)=[C:4]([Cl:20])[CH:3]=1.C1(P(C2C=CC=CC=2)CCCP(C2C=CC=CC=2)C2C=CC=CC=2)C=CC=CC=1.C(N(CC)CC)C.[C]=O.[C:59]([O:62][CH2:63]C)(=[O:61])C. The catalyst is C(#N)C.CO.C([O-])(=O)C.[Pd+2].C([O-])(=O)C.C1(P(C2C=CC=CC=2)CCCP(C2C=CC=CC=2)C2C=CC=CC=2)C=CC=CC=1. (5) The reactants are [Cl:1][C:2]1[CH:3]=[C:4]([CH:9](O)[C:10]2[CH:18]=[CH:17][C:13]([C:14]([NH2:16])=[O:15])=[CH:12][C:11]=2[O:19][CH3:20])[CH:5]=[CH:6][C:7]=1[Cl:8].C(O)(C(F)(F)F)=O.C([SiH](CC)CC)C. The catalyst is C(Cl)Cl. The product is [Cl:1][C:2]1[CH:3]=[C:4]([CH:5]=[CH:6][C:7]=1[Cl:8])[CH2:9][C:10]1[CH:18]=[CH:17][C:13]([C:14]([NH2:16])=[O:15])=[CH:12][C:11]=1[O:19][CH3:20]. The yield is 1.00. (6) The product is [CH3:1][O:2][C:3]12[CH2:10][CH2:9][C:6]([C:11]([OH:13])=[O:12])([CH2:5][CH2:4]1)[CH2:7][CH2:8]2. The catalyst is [OH-].[Na+]. The yield is 0.970. The reactants are [CH3:1][O:2][C:3]12[CH2:10][CH2:9][C:6]([C:11]([O:13]C)=[O:12])([CH2:7][CH2:8]1)[CH2:5][CH2:4]2.Cl. (7) The reactants are [F-:1].[K+].[C:3]([C:25]([F:27])=[O:26])([C:6]([C:9]([C:12]([C:15]([C:18]([C:21]([F:24])([F:23])[F:22])([F:20])[F:19])([F:17])[F:16])([F:14])[F:13])([F:11])[F:10])([F:8])[F:7])([F:5])[F:4].S(OC)(O[CH3:32])(=O)=O. The catalyst is CN(C)C=O. The product is [C:25]([O:26][CH3:32])([C:3]([C:6]([C:9]([C:12]([C:15]([C:18]([C:21]([F:22])([F:23])[F:24])([F:19])[F:20])([F:17])[F:16])([F:14])[F:13])([F:11])[F:10])([F:8])[F:7])([F:5])[F:4])([F:27])[F:1]. The yield is 0.997.